This data is from Forward reaction prediction with 1.9M reactions from USPTO patents (1976-2016). The task is: Predict the product of the given reaction. (1) The product is: [Cl:21][C:18]1[CH:17]=[CH:16][C:15]([C:13]2[S:14][C:10]([C:8]([NH:7][CH:3]3[CH2:4][CH2:5][CH2:6][N:1]([C:27]4[CH:28]=[CH:29][C:30]([F:31])=[C:25]([CH:26]=4)[CH:23]=[O:24])[CH2:2]3)=[O:9])=[C:11]([CH3:22])[N:12]=2)=[CH:20][CH:19]=1. Given the reactants [NH:1]1[CH2:6][CH2:5][CH2:4][CH:3]([NH:7][C:8]([C:10]2[S:14][C:13]([C:15]3[CH:20]=[CH:19][C:18]([Cl:21])=[CH:17][CH:16]=3)=[N:12][C:11]=2[CH3:22])=[O:9])[CH2:2]1.[CH:23]([C:25]1[CH:26]=[C:27](OB(O)O)[CH:28]=[CH:29][C:30]=1[F:31])=[O:24], predict the reaction product. (2) Given the reactants [CH2:1]([O:8][C:9](=[O:43])[C@@H:10]([NH:35]C(OC(C)(C)C)=O)[CH2:11][C:12]1[CH:17]=[CH:16][C:15]([N:18]2[CH2:22][C:21](=[O:23])[N:20](CC3C=CC(OC)=CC=3)[S:19]2(=[O:34])=[O:33])=[CH:14][CH:13]=1)[C:2]1[CH:7]=[CH:6][CH:5]=[CH:4][CH:3]=1.C([SiH](C)C)(C)(C)C, predict the reaction product. The product is: [CH2:1]([O:8][C:9](=[O:43])[C@@H:10]([NH2:35])[CH2:11][C:12]1[CH:17]=[CH:16][C:15]([N:18]2[CH2:22][C:21](=[O:23])[NH:20][S:19]2(=[O:34])=[O:33])=[CH:14][CH:13]=1)[C:2]1[CH:3]=[CH:4][CH:5]=[CH:6][CH:7]=1. (3) Given the reactants I[C:2]1[N:7]=[CH:6][N:5]=[C:4]([NH:8][C:9]2[CH:18]=[C:17]3[C:12]([CH:13]=[CH:14][CH:15]=[N:16]3)=[CH:11][CH:10]=2)[CH:3]=1.[C:19]([O:23][C:24]([N:26]1[CH2:31][CH:30]=[C:29](B2OC(C)(C)C(C)(C)O2)[CH2:28][CH2:27]1)=[O:25])([CH3:22])([CH3:21])[CH3:20], predict the reaction product. The product is: [C:19]([O:23][C:24]([N:26]1[CH2:27][CH:28]=[C:29]([C:2]2[CH:3]=[C:4]([NH:8][C:9]3[CH:18]=[C:17]4[C:12]([CH:13]=[CH:14][CH:15]=[N:16]4)=[CH:11][CH:10]=3)[N:5]=[CH:6][N:7]=2)[CH2:30][CH2:31]1)=[O:25])([CH3:22])([CH3:20])[CH3:21]. (4) Given the reactants [Cl:1][C:2]1[CH:7]=[CH:6][C:5]([O:8][CH3:9])=[CH:4][C:3]=1[N:10]1[CH:14]=[C:13]([C:15](O)=[O:16])[C:12]([C:18]2[CH:23]=[CH:22][C:21]([N+:24]([O-])=O)=[CH:20][C:19]=2[N+:27]([O-])=O)=[N:11]1.[Cl-].[Ca+2].[Cl-], predict the reaction product. The product is: [NH2:24][C:21]1[CH:22]=[CH:23][C:18]2[C:12]3[C:13](=[CH:14][N:10]([C:3]4[CH:4]=[C:5]([O:8][CH3:9])[CH:6]=[CH:7][C:2]=4[Cl:1])[N:11]=3)[C:15](=[O:16])[NH:27][C:19]=2[CH:20]=1. (5) Given the reactants [CH2:1]([O:8][C:9]1[CH:10]=[CH:11][CH:12]=[C:13]2[C:18]=1[N:17]=[C:16](O)[CH:15]=[CH:14]2)[C:2]1[CH:7]=[CH:6][CH:5]=[CH:4][CH:3]=1.[CH3:20][C:21]1([CH2:25][O:26][C:27]2[CH:32]=[CH:31][C:30]([NH2:33])=[C:29]([N+:34]([O-:36])=[O:35])[CH:28]=2)[CH2:24][O:23][CH2:22]1.C(=O)([O-])[O-].[Cs+].[Cs+].ClC(Cl)C, predict the reaction product. The product is: [CH2:1]([O:8][C:9]1[CH:10]=[CH:11][CH:12]=[C:13]2[C:18]=1[N:17]=[C:16]([NH:33][C:30]1[CH:31]=[CH:32][C:27]([O:26][CH2:25][C:21]3([CH3:20])[CH2:22][O:23][CH2:24]3)=[CH:28][C:29]=1[N+:34]([O-:36])=[O:35])[CH:15]=[CH:14]2)[C:2]1[CH:7]=[CH:6][CH:5]=[CH:4][CH:3]=1. (6) Given the reactants [F:1][C:2]([F:33])([F:32])[C:3]1[CH:27]=[C:26]([C:28]([F:31])([F:30])[F:29])[CH:25]=[CH:24][C:4]=1[CH2:5][N:6]1[C:14]2[C:9](=[CH:10][C:11]([CH:15]=[C:16]3[S:20][C:19](SC)=[N:18][C:17]3=[O:23])=[CH:12][CH:13]=2)[CH:8]=[N:7]1.[C:34]([O:38][C:39]([N:41]1[CH2:46][CH2:45][NH:44][C@@H:43]([C:47]([OH:49])=[O:48])[CH2:42]1)=[O:40])([CH3:37])([CH3:36])[CH3:35], predict the reaction product. The product is: [C:34]([O:38][C:39]([N:41]1[CH2:46][CH2:45][N:44]([C:19]2[S:20][C:16](=[CH:15][C:11]3[CH:10]=[C:9]4[C:14](=[CH:13][CH:12]=3)[N:6]([CH2:5][C:4]3[CH:24]=[CH:25][C:26]([C:28]([F:31])([F:29])[F:30])=[CH:27][C:3]=3[C:2]([F:32])([F:33])[F:1])[N:7]=[CH:8]4)[C:17](=[O:23])[N:18]=2)[CH:43]([C:47]([OH:49])=[O:48])[CH2:42]1)=[O:40])([CH3:37])([CH3:35])[CH3:36].[F:32][C:2]([F:33])([F:1])[C:3]1[CH:27]=[C:26]([C:28]([F:29])([F:30])[F:31])[CH:25]=[CH:24][C:4]=1[CH2:5][N:6]1[C:14]2[C:9](=[CH:10][C:11]([CH:15]=[C:16]3[S:20][C:19]([N:44]4[CH2:45][CH2:46][NH:41][CH2:42][C@@H:43]4[C:47]([OH:49])=[O:48])=[N:18][C:17]3=[O:23])=[CH:12][CH:13]=2)[CH:8]=[N:7]1. (7) Given the reactants [Cl:1][C:2]1[CH:10]=[C:9]2[C:5]([C:6]([CH2:12][C:13]([O:15][CH2:16][CH3:17])=[O:14])=[C:7]([CH3:11])[NH:8]2)=[CH:4][C:3]=1[O:18][CH3:19].[H-].[Na+].[Cl:22][C:23]1[CH:31]=[CH:30][C:26]([C:27](Cl)=[O:28])=[CH:25][CH:24]=1, predict the reaction product. The product is: [CH2:16]([O:15][C:13](=[O:14])[CH2:12][C:6]1[C:5]2[C:9](=[CH:10][C:2]([Cl:1])=[C:3]([O:18][CH3:19])[CH:4]=2)[N:8]([C:27](=[O:28])[C:26]2[CH:30]=[CH:31][C:23]([Cl:22])=[CH:24][CH:25]=2)[C:7]=1[CH3:11])[CH3:17]. (8) Given the reactants [C:1]([C:5]1[N:6]=[C:7]([NH:10][C:11]([C:13]2[CH:33]=[CH:32][N:16]3[C:17](=[O:31])[C:18](/[CH:22]=[CH:23]/[C:24]([O:26][C:27]([CH3:30])([CH3:29])[CH3:28])=[O:25])=[C:19](O)[N:20]=[C:15]3[CH:14]=2)=[O:12])[S:8][CH:9]=1)([CH3:4])([CH3:3])[CH3:2].C(NC(C)C)(C)C.Cl.[OH:42][CH:43]1[CH:48]([OH:49])[CH2:47][CH2:46][NH:45][CH2:44]1.O, predict the reaction product. The product is: [C:1]([C:5]1[N:6]=[C:7]([NH:10][C:11]([C:13]2[CH:33]=[CH:32][N:16]3[C:17](=[O:31])[C:18](/[CH:22]=[CH:23]/[C:24]([O:26][C:27]([CH3:29])([CH3:30])[CH3:28])=[O:25])=[C:19]([N:45]4[CH2:46][CH2:47][CH:48]([OH:49])[CH:43]([OH:42])[CH2:44]4)[N:20]=[C:15]3[CH:14]=2)=[O:12])[S:8][CH:9]=1)([CH3:4])([CH3:2])[CH3:3]. (9) Given the reactants C1COCC1.Br.[CH3:7][N:8]([CH2:10][CH2:11][CH2:12][P+](C1C=CC=CC=1)(C1C=CC=CC=1)C1C=CC=CC=1)[CH3:9].O=[C:33]1[C:42]2[CH:43]=[CH:44][CH:45]=[CH:46][C:41]=2[CH2:40][CH2:39][C:38]2[CH:37]=[C:36]([CH:47]=[CH:48][C:49]([O:51][CH2:52][CH3:53])=[O:50])[S:35][C:34]1=2.[ClH:54].O1CCOCC1, predict the reaction product. The product is: [ClH:54].[CH3:7][N:8]([CH3:9])[CH2:10][CH2:11]/[CH:12]=[C:33]1\[C:34]2[S:35][C:36](/[CH:47]=[CH:48]/[C:49]([O:51][CH2:52][CH3:53])=[O:50])=[CH:37][C:38]=2[CH2:39][CH2:40][C:41]2[CH:46]=[CH:45][CH:44]=[CH:43][C:42]\1=2. (10) Given the reactants [C:1]([O:5][C:6]([N:8]1[CH2:12][CH2:11][CH:10]([C:13]([OH:15])=O)[CH2:9]1)=[O:7])([CH3:4])([CH3:3])[CH3:2].Cl.Cl.[CH3:18]N(C)CCCN=C=NCC.[OH:29][N:30]1[C:34]2C=CC=CC=2N=N1.C(N(C(C)C)CC)(C)C, predict the reaction product. The product is: [C:1]([O:5][C:6]([N:8]1[CH2:12][CH2:11][CH:10]([C:13](=[O:15])[N:30]([O:29][CH3:18])[CH3:34])[CH2:9]1)=[O:7])([CH3:2])([CH3:3])[CH3:4].